From a dataset of Peptide-MHC class II binding affinity with 134,281 pairs from IEDB. Regression. Given a peptide amino acid sequence and an MHC pseudo amino acid sequence, predict their binding affinity value. This is MHC class II binding data. The peptide sequence is TEAPAAPAEGEKPAE. The MHC is DRB1_0701 with pseudo-sequence DRB1_0701. The binding affinity (normalized) is 0.196.